From a dataset of Forward reaction prediction with 1.9M reactions from USPTO patents (1976-2016). Predict the product of the given reaction. (1) The product is: [CH2:38]([O:37][CH2:36][C:17]([CH2:16][O:15][CH2:3][CH2:4][CH2:5][CH2:6][CH2:7][CH2:8][CH2:9][CH2:10][CH2:11][CH2:12][CH2:13][CH3:14])([CH2:27][O:28][CH2:29][CH2:30][N:31]([CH2:32][CH3:33])[CH2:34][CH3:35])[CH2:18][O:19][CH2:20][CH2:21][N:22]([CH2:25][CH3:26])[CH2:23][CH3:24])[CH2:39][CH2:40][CH2:41][CH2:42][CH2:43][CH2:44][CH2:45][CH2:46][CH2:47][CH2:48][CH3:49]. Given the reactants Cl.Cl.[CH2:3]([O:15][CH2:16][C:17]([CH2:36][O:37][CH2:38][CH2:39][CH2:40][CH2:41][CH2:42][CH2:43][CH2:44][CH2:45][CH2:46][CH2:47][CH2:48][CH3:49])([CH2:27][O:28][CH2:29][CH2:30][NH+:31]([CH2:34][CH3:35])[CH2:32][CH3:33])[CH2:18][O:19][CH2:20][CH2:21][NH+:22]([CH2:25][CH3:26])[CH2:23][CH3:24])[CH2:4][CH2:5][CH2:6][CH2:7][CH2:8][CH2:9][CH2:10][CH2:11][CH2:12][CH2:13][CH3:14], predict the reaction product. (2) Given the reactants [NH2:1][C:2]1[CH:3]=[C:4]([CH2:8][CH2:9][C:10](=[O:12])[CH3:11])[CH:5]=[CH:6][CH:7]=1.N1C=CC=CC=1.[C:19](O[C:19]([C:21]([F:24])([F:23])[F:22])=[O:20])([C:21]([F:24])([F:23])[F:22])=[O:20].O, predict the reaction product. The product is: [F:22][C:21]([F:24])([F:23])[C:19]([NH:1][C:2]1[CH:7]=[CH:6][CH:5]=[C:4]([CH2:8][CH2:9][C:10](=[O:12])[CH3:11])[CH:3]=1)=[O:20]. (3) Given the reactants [H-].[Na+].Br[C:4]1[CH:8]=[CH:7][S:6][C:5]=1[C:9]1[S:10][C:11]2[CH:17]=[CH:16][C:15]([C:18]([F:21])([F:20])[F:19])=[CH:14][C:12]=2[N:13]=1.[CH2:22]([SH:24])[CH3:23].O, predict the reaction product. The product is: [CH2:22]([S:24][C:4]1[CH:8]=[CH:7][S:6][C:5]=1[C:9]1[S:10][C:11]2[CH:17]=[CH:16][C:15]([C:18]([F:21])([F:20])[F:19])=[CH:14][C:12]=2[N:13]=1)[CH3:23].